From a dataset of Full USPTO retrosynthesis dataset with 1.9M reactions from patents (1976-2016). Predict the reactants needed to synthesize the given product. (1) Given the product [BrH:11].[BrH:1].[NH2:2][C:3]1[S:4][C:5]([C:9]2[N:18]=[C:16]([NH:15][C:14]([NH2:19])=[NH:13])[S:17][CH:10]=2)=[C:6]([CH3:8])[N:7]=1, predict the reactants needed to synthesize it. The reactants are: [BrH:1].[NH2:2][C:3]1[S:4][C:5]([C:9](=O)[CH2:10][Br:11])=[C:6]([CH3:8])[N:7]=1.[NH2:13][C:14](=[NH:19])[NH:15][C:16]([NH2:18])=[S:17]. (2) Given the product [NH2:8][C:4]1[CH:3]=[C:2]([NH:9][C:10]2[CH:15]=[CH:14][CH:13]=[CH:12][C:11]=2[S:16]([NH:19][CH:20]([CH3:22])[CH3:21])(=[O:18])=[O:17])[CH:7]=[CH:6][N:5]=1, predict the reactants needed to synthesize it. The reactants are: Cl[C:2]1[CH:7]=[CH:6][N:5]=[C:4]([NH2:8])[CH:3]=1.[NH2:9][C:10]1[CH:15]=[CH:14][CH:13]=[CH:12][C:11]=1[S:16]([NH:19][CH:20]([CH3:22])[CH3:21])(=[O:18])=[O:17].C1C=CC(P(C2C(C3C(P(C4C=CC=CC=4)C4C=CC=CC=4)=CC=C4C=3C=CC=C4)=C3C(C=CC=C3)=CC=2)C2C=CC=CC=2)=CC=1.C([O-])([O-])=O.[Cs+].[Cs+]. (3) Given the product [Br:13][C:14]1[CH:21]=[CH:20][C:19]([O:22][C:2]2[CH:10]=[CH:9][C:5]([C:6]([NH2:8])=[O:7])=[C:4]([O:11][CH3:12])[N:3]=2)=[CH:18][C:15]=1[CH:16]=[O:17], predict the reactants needed to synthesize it. The reactants are: Cl[C:2]1[CH:10]=[CH:9][C:5]([C:6]([NH2:8])=[O:7])=[C:4]([O:11][CH3:12])[N:3]=1.[Br:13][C:14]1[CH:21]=[CH:20][C:19]([OH:22])=[CH:18][C:15]=1[CH:16]=[O:17].C([O-])([O-])=O.[K+].[K+]. (4) The reactants are: Cl.[C:2]([C:4]1[CH:9]=[CH:8][CH:7]=[CH:6][C:5]=1[C:10]1[CH:24]=[CH:23][C:13]([C:14]([NH:16][CH2:17][CH:18]2[CH2:22][CH2:21][CH2:20][NH:19]2)=[O:15])=[C:12]([NH:25][CH2:26][CH2:27][C:28]2[CH:33]=[CH:32][CH:31]=[C:30]([F:34])[CH:29]=2)[N:11]=1)#[N:3].[C:35]([O:39][C:40]([NH:42][CH2:43][CH2:44][CH2:45][C:46](O)=[O:47])=[O:41])([CH3:38])([CH3:37])[CH3:36].C1C=CC2N(O)N=NC=2C=1.CN(C(ON1N=NC2C=CC=CC1=2)=[N+](C)C)C.F[P-](F)(F)(F)(F)F.CCN(C(C)C)C(C)C. Given the product [C:2]([C:4]1[CH:9]=[CH:8][CH:7]=[CH:6][C:5]=1[C:10]1[CH:24]=[CH:23][C:13]([C:14]([NH:16][CH2:17][CH:18]2[CH2:22][CH2:21][CH2:20][N:19]2[C:46](=[O:47])[CH2:45][CH2:44][CH2:43][NH:42][C:40](=[O:41])[O:39][C:35]([CH3:36])([CH3:38])[CH3:37])=[O:15])=[C:12]([NH:25][CH2:26][CH2:27][C:28]2[CH:33]=[CH:32][CH:31]=[C:30]([F:34])[CH:29]=2)[N:11]=1)#[N:3], predict the reactants needed to synthesize it. (5) Given the product [Br:1][C:2]1[CH:3]=[C:4]2[C:9](=[CH:10][CH:11]=1)[N:8]=[CH:7][CH:6]=[C:5]2[S:25][C:37]1([C:42]([O:44][CH2:45][CH3:46])=[O:43])[CH2:41][CH2:40][CH2:39][CH2:38]1, predict the reactants needed to synthesize it. The reactants are: [Br:1][C:2]1[CH:3]=[C:4]2[C:9](=[CH:10][CH:11]=1)[N:8]=[CH:7][CH:6]=[C:5]2Cl.COC1C=C2C(=CC=1)N=CC=C2[S:25]C1(C(O)=O)CCC1.[S-2].[Na+].[Na+].Br[C:37]1([C:42]([O:44][CH2:45][CH3:46])=[O:43])[CH2:41][CH2:40][CH2:39][CH2:38]1.C(=O)([O-])[O-].[Cs+].[Cs+]. (6) Given the product [C:18]([O:17][C:15]([NH:14][C:10]1[CH:11]=[C:12]([Cl:13])[C:7]([C:15]([O:17][CH3:18])=[O:16])=[C:8]([Cl:22])[CH:9]=1)=[O:16])([CH3:21])([CH3:20])[CH3:19], predict the reactants needed to synthesize it. The reactants are: FC(F)(F)S(O[C:7]1[C:12]([Cl:13])=[CH:11][C:10]([NH:14][C:15]([O:17][C:18]([CH3:21])([CH3:20])[CH3:19])=[O:16])=[CH:9][C:8]=1[Cl:22])(=O)=O.C1C=CC(P(C2C=CC=CC=2)CCCP(C2C=CC=CC=2)C2C=CC=CC=2)=CC=1.CCN(CC)CC. (7) Given the product [NH2:14][C:15]1[CH:42]=[CH:41][C:18]2[N:19]([CH2:36][CH2:37][CH:38]([CH3:40])[CH3:39])[C:20]([CH2:22][N:23]3[C:27]4[CH:28]=[CH:29][CH:30]=[CH:31][C:26]=4[N:25]([CH:32]([CH3:34])[CH3:33])[C:24]3=[O:35])=[N:21][C:17]=2[CH:16]=1, predict the reactants needed to synthesize it. The reactants are: C(=[N:14][C:15]1[CH:42]=[CH:41][C:18]2[N:19]([CH2:36][CH2:37][CH:38]([CH3:40])[CH3:39])[C:20]([CH2:22][N:23]3[C:27]4[CH:28]=[CH:29][CH:30]=[CH:31][C:26]=4[N:25]([CH:32]([CH3:34])[CH3:33])[C:24]3=[O:35])=[N:21][C:17]=2[CH:16]=1)(C1C=CC=CC=1)C1C=CC=CC=1.